Predict the reactants needed to synthesize the given product. From a dataset of Full USPTO retrosynthesis dataset with 1.9M reactions from patents (1976-2016). The reactants are: C([O:3][C:4](=[O:21])[CH:5]([C:7]1[CH:12]=[CH:11][C:10]([N:13]2[CH2:17][CH2:16][CH2:15][S:14]2(=[O:19])=[O:18])=[C:9]([F:20])[CH:8]=1)[CH3:6])C.[Li+].[OH-].Cl. Given the product [O:19]=[S:14]1(=[O:18])[CH2:15][CH2:16][CH2:17][N:13]1[C:10]1[CH:11]=[CH:12][C:7]([CH:5]([CH3:6])[C:4]([OH:21])=[O:3])=[CH:8][C:9]=1[F:20], predict the reactants needed to synthesize it.